From a dataset of Forward reaction prediction with 1.9M reactions from USPTO patents (1976-2016). Predict the product of the given reaction. (1) Given the reactants [NH:1]1[C:9]2[C:4](=[CH:5][CH:6]=[CH:7][CH:8]=2)[CH:3]=[C:2]1[C:10]([OH:12])=O.ON1C2C=CC=CC=2N=N1.[Cl:23][C:24]1[CH:29]=[CH:28][CH:27]=[C:26]([Cl:30])[C:25]=1[CH:31]1[CH2:36][CH2:35][NH:34][CH2:33][CH2:32]1.O, predict the reaction product. The product is: [Cl:30][C:26]1[CH:27]=[CH:28][CH:29]=[C:24]([Cl:23])[C:25]=1[CH:31]1[CH2:32][CH2:33][N:34]([C:10]([C:2]2[NH:1][C:9]3[C:4]([CH:3]=2)=[CH:5][CH:6]=[CH:7][CH:8]=3)=[O:12])[CH2:35][CH2:36]1. (2) Given the reactants C(C=C(C#N)C([O-])=O)CCC.[CH3:12][C@@H:13]1[O:18][C@@H:17]([O:19][C@@H:20]2[C:25]3=[C:26]([OH:43])[C:27]4[C:39](=[O:40])[C:38]5[C:33](=[CH:34][CH:35]=[CH:36][C:37]=5[O:41][CH3:42])[C:31](=[O:32])[C:28]=4[C:29]([OH:30])=[C:24]3[CH2:23][C@@:22]([OH:48])([C:44]([CH2:46][OH:47])=[O:45])[CH2:21]2)[CH2:16][C@H:15]([NH2:49])[C@@H:14]1[OH:50].Cl, predict the reaction product. The product is: [CH3:12][C@@H:13]1[O:18][C@@H:17]([O:19][C@@H:20]2[C:25]3=[C:26]([OH:43])[C:27]4[C:39](=[O:40])[C:38]5[C:33](=[CH:34][CH:35]=[CH:36][C:37]=5[O:41][CH3:42])[C:31](=[O:32])[C:28]=4[C:29]([OH:30])=[C:24]3[CH2:23][C@@:22]([OH:48])([C:44]([CH2:46][OH:47])=[O:45])[CH2:21]2)[CH2:16][C@H:15]([NH2:49])[C@@H:14]1[OH:50]. (3) Given the reactants [C:1]([O:5][C:6](=[O:23])[NH:7][CH:8]([C:15]1[CH:20]=[CH:19][C:18]([Cl:21])=[C:17]([Cl:22])[CH:16]=1)[C:9](=O)N(OC)C)([CH3:4])([CH3:3])[CH3:2].Br[C:25]1[CH:26]=[C:27]([CH3:38])[C:28]([O:31][CH:32]2[CH2:37][CH2:36][O:35][CH2:34][CH2:33]2)=[N:29][CH:30]=1, predict the reaction product. The product is: [C:1]([O:5][C:6](=[O:23])[NH:7][CH:8]([C:15]1[CH:20]=[CH:19][C:18]([Cl:21])=[C:17]([Cl:22])[CH:16]=1)[CH2:9][C:25]1[CH:30]=[N:29][C:28]([O:31][CH:32]2[CH2:33][CH2:34][O:35][CH2:36][CH2:37]2)=[C:27]([CH3:38])[CH:26]=1)([CH3:2])([CH3:3])[CH3:4]. (4) Given the reactants [NH2:1][CH2:2][C@H:3]1[CH2:7][CH2:6][N:5]([C:8]([O:10][C:11]([CH3:14])([CH3:13])[CH3:12])=[O:9])[CH2:4]1.Cl[C:16]([O:18][CH2:19][C:20]1[CH:25]=[CH:24][CH:23]=[CH:22][CH:21]=1)=[O:17].C(N(CC)CC)C, predict the reaction product. The product is: [C:11]([O:10][C:8]([N:5]1[CH2:6][CH2:7][C@H:3]([CH2:2][NH:1][C:16](=[O:17])[O:18][CH2:19][C:20]2[CH:25]=[CH:24][CH:23]=[CH:22][CH:21]=2)[CH2:4]1)=[O:9])([CH3:14])([CH3:13])[CH3:12]. (5) The product is: [Cl:1][C:2]1[C:8]([N+:11]([O-:13])=[O:12])=[CH:7][C:5]([NH2:6])=[C:4]([O:9][CH3:10])[CH:3]=1. Given the reactants [Cl:1][C:2]1[CH:8]=[CH:7][C:5]([NH2:6])=[C:4]([O:9][CH3:10])[CH:3]=1.[N+:11]([O-])([OH:13])=[O:12].NC(N)=N.C(=O)([O-])[O-].[Na+].[Na+], predict the reaction product.